From a dataset of Forward reaction prediction with 1.9M reactions from USPTO patents (1976-2016). Predict the product of the given reaction. (1) Given the reactants [CH3:1][C:2]1[CH:9]=[CH:8][C:7]([C:10]([F:13])([F:12])[F:11])=[CH:6][C:3]=1[CH2:4]Cl.COCCOCCOCCOC.[OH:26][C:27]1[CH:36]=[C:35]2[C:30]([C:31]([C:42]3[CH:46]=[CH:45][S:44][CH:43]=3)=[CH:32][C:33]([C:37]([O:39]CC)=[O:38])=[CH:34]2)=[CH:29][CH:28]=1.C(=O)([O-])[O-].[K+].[K+].NCCNCCNCCNCCN.C(Cl)C1C=CC=CC=1.[Li+].[OH-].C(O)=O, predict the reaction product. The product is: [CH3:1][C:2]1[CH:9]=[CH:8][C:7]([C:10]([F:13])([F:12])[F:11])=[CH:6][C:3]=1[CH2:4][O:26][C:27]1[CH:36]=[C:35]2[C:30]([C:31]([C:42]3[CH:46]=[CH:45][S:44][CH:43]=3)=[CH:32][C:33]([C:37]([OH:39])=[O:38])=[CH:34]2)=[CH:29][CH:28]=1. (2) Given the reactants [NH2:1][CH2:2][CH2:3][CH2:4][C:5]1[C:6]([NH:13][CH2:14][CH2:15][CH2:16][CH2:17][CH3:18])=[N:7][C:8]([NH2:12])=[N:9][C:10]=1[CH3:11].[CH:19]([C:21]1[CH:26]=[CH:25][C:24]([CH2:27][C:28]([O:30][CH3:31])=[O:29])=[CH:23][CH:22]=1)=O.C(O)(=O)C.[BH4-].[Na+], predict the reaction product. The product is: [NH2:12][C:8]1[N:9]=[C:10]([CH3:11])[C:5]([CH2:4][CH2:3][CH2:2][NH:1][CH2:19][C:21]2[CH:22]=[CH:23][C:24]([CH2:27][C:28]([O:30][CH3:31])=[O:29])=[CH:25][CH:26]=2)=[C:6]([NH:13][CH2:14][CH2:15][CH2:16][CH2:17][CH3:18])[N:7]=1. (3) Given the reactants [N+:1]([C:4]1[CH:13]=[C:12]2[C:7]([CH:8]=[C:9]([C:15]([O:17][CH3:18])=[O:16])[C:10](=O)[NH:11]2)=[CH:6][CH:5]=1)([O-:3])=[O:2].P(Cl)(Cl)([Cl:21])=O, predict the reaction product. The product is: [Cl:21][C:10]1[C:9]([C:15]([O:17][CH3:18])=[O:16])=[CH:8][C:7]2[C:12](=[CH:13][C:4]([N+:1]([O-:3])=[O:2])=[CH:5][CH:6]=2)[N:11]=1.